Dataset: Full USPTO retrosynthesis dataset with 1.9M reactions from patents (1976-2016). Task: Predict the reactants needed to synthesize the given product. (1) Given the product [I:1][C:2]1[C:6]2[N:7]=[C:8]([NH:11][C:12]3[CH:13]=[CH:14][C:15]([O:18][CH2:19][CH2:20][O:21][CH3:22])=[CH:16][CH:17]=3)[N:9]=[CH:10][C:5]=2[N:4]([S:38]([C:32]2[CH:37]=[CH:36][CH:35]=[CH:34][CH:33]=2)(=[O:40])=[O:39])[CH:3]=1, predict the reactants needed to synthesize it. The reactants are: [I:1][C:2]1[C:6]2[N:7]=[C:8]([NH:11][C:12]3[CH:17]=[CH:16][C:15]([O:18][CH2:19][CH2:20][O:21][CH3:22])=[CH:14][CH:13]=3)[N:9]=[CH:10][C:5]=2[NH:4][CH:3]=1.CCN(C(C)C)C(C)C.[C:32]1([S:38](Cl)(=[O:40])=[O:39])[CH:37]=[CH:36][CH:35]=[CH:34][CH:33]=1. (2) The reactants are: [Cl:1][C:2]1[CH:7]=[CH:6][C:5]([CH:8]([O:18][CH3:19])[CH2:9][NH:10]C(=O)OC(C)(C)C)=[CH:4][CH:3]=1.FC(F)(F)C(O)=O. Given the product [Cl:1][C:2]1[CH:3]=[CH:4][C:5]([CH:8]([O:18][CH3:19])[CH2:9][NH2:10])=[CH:6][CH:7]=1, predict the reactants needed to synthesize it. (3) Given the product [C:1]([C:5]1[CH:31]=[C:8]2[N:9]=[C:10]([CH3:30])[C:11]([CH:22]([CH2:27][CH2:28][CH3:29])[C:23]([OH:25])=[O:24])=[C:12]([C:13]3[CH:21]=[C:20]4[C:16]([CH:17]=[CH:18][NH:19]4)=[CH:15][CH:14]=3)[N:7]2[N:6]=1)([CH3:3])([CH3:4])[CH3:2], predict the reactants needed to synthesize it. The reactants are: [C:1]([C:5]1[CH:31]=[C:8]2[N:9]=[C:10]([CH3:30])[C:11]([CH:22]([CH2:27][CH2:28][CH3:29])[C:23]([O:25]C)=[O:24])=[C:12]([C:13]3[CH:21]=[C:20]4[C:16]([CH:17]=[CH:18][NH:19]4)=[CH:15][CH:14]=3)[N:7]2[N:6]=1)([CH3:4])([CH3:3])[CH3:2].[OH-].[Na+]. (4) Given the product [F:27][C:24]1[CH:23]=[CH:22][C:21]([N:12]2[C:13]([C:16]([O:18][CH2:19][CH3:20])=[O:17])=[CH:14][N:15]=[C:11]2[C:10]#[C:9][C:3]2[CH:4]=[CH:5][CH:6]=[CH:7][C:2]=2[C:54]([F:57])([F:56])[F:55])=[CH:26][CH:25]=1, predict the reactants needed to synthesize it. The reactants are: Cl[C:2]1[CH:7]=[CH:6][CH:5]=[C:4](F)[C:3]=1[C:9]#[C:10][C:11]1[N:12]([C:21]2[CH:26]=[CH:25][C:24]([F:27])=[CH:23][CH:22]=2)[C:13]([C:16]([O:18][CH2:19][CH3:20])=[O:17])=[CH:14][N:15]=1.FC1C=CC(N2C(C(OCC)=O)=CN=C2I)=CC=1.C(C1C=CC=CC=1[C:54]([F:57])([F:56])[F:55])#C.C(NC(C)C)(C)C. (5) Given the product [F:12][C:11]1[CH:2]=[N:3][C:4]2[C:9]([CH:10]=1)=[CH:8][C:7]([O:14][CH3:15])=[CH:6][CH:5]=2, predict the reactants needed to synthesize it. The reactants are: Cl[C:2]1[C:11]([F:12])=[C:10](Cl)[C:9]2[C:4](=[CH:5][CH:6]=[C:7]([O:14][CH3:15])[CH:8]=2)[N:3]=1. (6) Given the product [CH2:1]([O:3][C:4]([C:6]1[C:7]2[C:22](=[O:23])[CH:21]([Se:34][C:28]3[CH:33]=[CH:32][CH:31]=[CH:30][CH:29]=3)[CH2:20][CH2:19][CH2:18][C:8]=2[N:9]([C:11]([O:13][C:14]([CH3:17])([CH3:16])[CH3:15])=[O:12])[CH:10]=1)=[O:5])[CH3:2], predict the reactants needed to synthesize it. The reactants are: [CH2:1]([O:3][C:4]([C:6]1[C:7]2[C:22]([O:23][Si](C)(C)C)=[CH:21][CH2:20][CH2:19][CH2:18][C:8]=2[N:9]([C:11]([O:13][C:14]([CH3:17])([CH3:16])[CH3:15])=[O:12])[CH:10]=1)=[O:5])[CH3:2].[C:28]1([Se:34]Cl)[CH:33]=[CH:32][CH:31]=[CH:30][CH:29]=1. (7) Given the product [F:19][C:20]1[CH:27]=[C:26]([F:28])[CH:25]=[CH:24][C:21]=1[CH2:22][O:1][C:2]1[CH:7]=[C:6]([CH3:8])[N:5]([C:9]2[CH:14]=[C:13]([CH2:15][OH:16])[CH:12]=[CH:11][C:10]=2[CH3:17])[C:4](=[O:18])[CH:3]=1, predict the reactants needed to synthesize it. The reactants are: [OH:1][C:2]1[CH:7]=[C:6]([CH3:8])[N:5]([C:9]2[CH:14]=[C:13]([CH2:15][OH:16])[CH:12]=[CH:11][C:10]=2[CH3:17])[C:4](=[O:18])[CH:3]=1.[F:19][C:20]1[CH:27]=[C:26]([F:28])[CH:25]=[CH:24][C:21]=1[CH2:22]Br.C([O-])([O-])=O.[K+].[K+].O.